This data is from Forward reaction prediction with 1.9M reactions from USPTO patents (1976-2016). The task is: Predict the product of the given reaction. (1) Given the reactants [F:1][C:2]1[CH:7]=[C:6]([CH3:8])[C:5]([N+:9]([O-:11])=[O:10])=[CH:4][N:3]=1.[C:12]([O:17][CH2:18][CH3:19])(=[O:16])[C:13]([O-])=[O:14].N12CCCN=C1CCCCC2.C(OCC)(=O)C, predict the reaction product. The product is: [F:1][C:2]1[CH:7]=[C:6]([CH2:8][C:13](=[O:14])[C:12]([O:17][CH2:18][CH3:19])=[O:16])[C:5]([N+:9]([O-:11])=[O:10])=[CH:4][N:3]=1. (2) The product is: [Br:22][CH2:1][C:2]1[CH:14]=[CH:13][C:5]([C:6]([O:8][C:9]([CH3:11])([CH3:10])[CH3:12])=[O:7])=[CH:4][N:3]=1. Given the reactants [CH3:1][C:2]1[CH:14]=[CH:13][C:5]([C:6]([O:8][C:9]([CH3:12])([CH3:11])[CH3:10])=[O:7])=[CH:4][N:3]=1.C1C(=O)N([Br:22])C(=O)C1.CC(N=NC(C#N)(C)C)(C#N)C, predict the reaction product. (3) Given the reactants [OH:1][CH2:2][C:3]1[CH:10]=[CH:9][C:6]([C:7]#[N:8])=[CH:5][CH:4]=1.[H-].[H-].[H-].[H-].[Li+].[Al+3], predict the reaction product. The product is: [NH2:8][CH2:7][C:6]1[CH:9]=[CH:10][C:3]([CH2:2][OH:1])=[CH:4][CH:5]=1. (4) The product is: [NH2:43][C:38]1[N:37]=[C:36]([C:32]2[CH:31]=[C:30]([C:28]3[CH2:27][C:26](=[O:44])[NH:19][C:9]4[CH:10]=[C:11]([C:15]([F:16])([F:17])[F:18])[C:12]([CH3:14])=[CH:13][C:8]=4[N:7]=3)[CH:35]=[CH:34][CH:33]=2)[CH:41]=[C:40]([CH3:42])[N:39]=1. Given the reactants C(OC(=O)[NH:7][C:8]1[CH:13]=[C:12]([CH3:14])[C:11]([C:15]([F:18])([F:17])[F:16])=[CH:10][C:9]=1[NH2:19])(C)(C)C.C(O[C:26](=[O:44])[CH2:27][C:28]([C:30]1[CH:35]=[CH:34][CH:33]=[C:32]([C:36]2[CH:41]=[C:40]([CH3:42])[N:39]=[C:38]([NH2:43])[N:37]=2)[CH:31]=1)=O)(C)(C)C, predict the reaction product. (5) Given the reactants [Br:1][C:2]1[CH:10]=[C:9]2[C:5]([CH2:6][C:7](=[O:11])[NH:8]2)=[CH:4][CH:3]=1.[OH:12][CH2:13][CH2:14][CH2:15][C:16]1[C:17]2[CH2:27][CH2:26][CH2:25][CH2:24][CH2:23][C:18]=2[NH:19][C:20]=1[CH:21]=O.N1CCCCC1, predict the reaction product. The product is: [Br:1][C:2]1[CH:10]=[C:9]2[C:5](/[C:6](=[CH:21]/[C:20]3[NH:19][C:18]4[CH2:23][CH2:24][CH2:25][CH2:26][CH2:27][C:17]=4[C:16]=3[CH2:15][CH2:14][CH2:13][OH:12])/[C:7](=[O:11])[NH:8]2)=[CH:4][CH:3]=1. (6) The product is: [NH2:13][C:14]1[N:19]([C:20]2[CH:25]=[CH:24][CH:23]=[C:22]([NH:26][C:8]([NH:7][CH:1]3[CH2:6][CH2:5][CH2:4][CH2:3][CH2:2]3)=[O:9])[CH:21]=2)[CH2:18][N:17]=[C:16]2[O:27][CH:28]=[CH:29][C:15]=12. Given the reactants [CH:1]1([N:7]=[C:8]=[O:9])[CH2:6][CH2:5][CH2:4][CH2:3][CH2:2]1.[N-]=C=O.[NH2:13][C:14]1[N:19]([C:20]2[CH:25]=[CH:24][CH:23]=[C:22]([NH2:26])[CH:21]=2)[CH2:18][N:17]=[C:16]2[O:27][CH:28]=[CH:29][C:15]=12, predict the reaction product. (7) The product is: [CH3:78][O:79][C:22]1[CH:23]=[CH:24][C:25]([CH2:28][N:103]2[CH2:46][CH2:36][N:37]([CH2:38][C:39]3[CH:40]=[C:41]([O:42][CH3:43])[C:32]([O:31][CH3:30])=[CH:33][C:34]=3[O:120][CH3:118])[CH2:45][CH2:102]2)=[CH:26][CH:27]=1. Given the reactants C(N([C:22]1[CH:27]=[CH:26][C:25]([CH3:28])=[C:24](Cl)[CH:23]=1)NC(=O)[C:28](O)(C1C=CC=CC=1)[C:25]1[CH:26]=[CH:27][CH:22]=[CH:23][CH:24]=1)(=O)C.[CH3:30][O:31][C:32]1[CH:33]=[C:34]2[C:39](=[CH:40][C:41]=1[O:42][CH3:43])[C:38](=O)[N:37]([CH3:45])[CH:36]([C:46]1C=NC=CC=1)C2C(NC1C=CC=C(C(F)(F)F)C=1)=O.CC1C=C(N2[C:78](=[O:79])C3C4CCCCCC=4SC=3N(CC(NCCOC)=O)C2=O)C=CC=1C.C(C1C(C)=[C:102](C(N(CCCC)CCCC)=O)[NH:103]C=1C)(=O)C.[C:118](N)(=[O:120])C, predict the reaction product. (8) Given the reactants [C:1]([O:5][C:6]([NH:8][CH:9]1[CH2:14][CH2:13][CH:12]([C:15]([OH:17])=O)[CH2:11][CH2:10]1)=[O:7])([CH3:4])([CH3:3])[CH3:2].[CH3:18][O:19][NH:20][CH3:21].C1CCC(N=C=NC2CCCCC2)CC1.C(N(CC)CC)C, predict the reaction product. The product is: [C:1]([O:5][C:6](=[O:7])[NH:8][CH:9]1[CH2:10][CH2:11][CH:12]([C:15](=[O:17])[N:20]([O:19][CH3:18])[CH3:21])[CH2:13][CH2:14]1)([CH3:2])([CH3:3])[CH3:4]. (9) Given the reactants [CH3:1][CH:2]([CH3:27])[C@@H:3]([NH:7][S:8]([C:11]1[CH:26]=[CH:25][C:14]2[N:15]=[C:16]([S:18][CH2:19][CH2:20][CH2:21][CH2:22][CH2:23][CH3:24])[S:17][C:13]=2[CH:12]=1)(=[O:10])=[O:9])[C:4]([OH:6])=[O:5].[C:28]1([C:34]([C:37]2[CH:42]=[CH:41][CH:40]=[CH:39][CH:38]=2)=[N+]=[N-])[CH:33]=[CH:32][CH:31]=[CH:30][CH:29]=1, predict the reaction product. The product is: [C:28]1([CH:34]([O:5][C:4](=[O:6])[C@H:3]([NH:7][S:8]([C:11]2[CH:26]=[CH:25][C:14]3[N:15]=[C:16]([S:18][CH2:19][CH2:20][CH2:21][CH2:22][CH2:23][CH3:24])[S:17][C:13]=3[CH:12]=2)(=[O:10])=[O:9])[CH:2]([CH3:1])[CH3:27])[C:37]2[CH:38]=[CH:39][CH:40]=[CH:41][CH:42]=2)[CH:33]=[CH:32][CH:31]=[CH:30][CH:29]=1. (10) Given the reactants Cl.Cl.[N:3]1([CH2:9][CH2:10][CH2:11][O:12][C:13]2[CH:22]=[C:21]3[C:16]([CH2:17][CH2:18][NH:19][CH2:20]3)=[CH:15][CH:14]=2)[CH2:8][CH2:7][CH2:6][CH2:5][CH2:4]1.CCN(CC)CC.[CH:30]([N:33]=[C:34]=[O:35])([CH3:32])[CH3:31], predict the reaction product. The product is: [CH:30]([NH:33][C:34]([N:19]1[CH2:18][CH2:17][C:16]2[C:21](=[CH:22][C:13]([O:12][CH2:11][CH2:10][CH2:9][N:3]3[CH2:8][CH2:7][CH2:6][CH2:5][CH2:4]3)=[CH:14][CH:15]=2)[CH2:20]1)=[O:35])([CH3:32])[CH3:31].